Predict the product of the given reaction. From a dataset of Forward reaction prediction with 1.9M reactions from USPTO patents (1976-2016). (1) Given the reactants [CH3:1][O:2][C:3]([C:5]1[C:9]2[N:10]=[CH:11][N:12](COCC[Si](C)(C)C)[C:13](=[O:14])[C:8]=2[N:7]([CH2:23][O:24][CH2:25][CH2:26][Si:27]([CH3:30])([CH3:29])[CH3:28])[C:6]=1[Cl:31])=[O:4].CCCC[N+](CCCC)(CCCC)CCCC.[F-], predict the reaction product. The product is: [CH3:1][O:2][C:3]([C:5]1[C:9]2[N:10]=[CH:11][NH:12][C:13](=[O:14])[C:8]=2[N:7]([CH2:23][O:24][CH2:25][CH2:26][Si:27]([CH3:30])([CH3:29])[CH3:28])[C:6]=1[Cl:31])=[O:4]. (2) Given the reactants [CH:1]([C:4]1[CH:9]=[CH:8][CH:7]=[C:6]([CH:10]([CH3:12])[CH3:11])[C:5]=1[C:13]1[CH:14]=[C:15]([CH:17]=[CH:18][CH:19]=1)[NH2:16])([CH3:3])[CH3:2].Cl[C:21]1[C:22]([NH:27][C:28]2[CH:33]=[C:32]([CH3:34])[CH:31]=[C:30]([CH3:35])[CH:29]=2)=[N:23][CH:24]=[CH:25][N:26]=1.CC(C)([O-])C.[Na+], predict the reaction product. The product is: [CH:1]([C:4]1[CH:9]=[CH:8][CH:7]=[C:6]([CH:10]([CH3:12])[CH3:11])[C:5]=1[C:13]1[CH:14]=[C:15]([NH:16][C:21]2[C:22]([NH:27][C:28]3[CH:33]=[C:32]([CH3:34])[CH:31]=[C:30]([CH3:35])[CH:29]=3)=[N:23][CH:24]=[CH:25][N:26]=2)[CH:17]=[CH:18][CH:19]=1)([CH3:2])[CH3:3]. (3) Given the reactants [H-].[Na+].[CH:3]1([S:6]([NH2:9])(=[O:8])=[O:7])[CH2:5][CH2:4]1.[CH3:10][S:11]([C:14]1[CH:19]=[CH:18][C:17]([C:20]2[CH:25]=[CH:24][CH:23]=[C:22]([CH:26]3[C:35]([CH3:37])([CH3:36])[CH2:34][C:33]4[C:28](=[CH:29][CH:30]=[C:31]([C:38](O)=[O:39])[CH:32]=4)[NH:27]3)[CH:21]=2)=[CH:16][CH:15]=1)(=[O:13])=[O:12].C(N1C=CN=C1)(N1C=CN=C1)=O, predict the reaction product. The product is: [CH3:10][S:11]([C:14]1[CH:15]=[CH:16][C:17]([C:20]2[CH:25]=[CH:24][CH:23]=[C:22]([CH:26]3[C:35]([CH3:37])([CH3:36])[CH2:34][C:33]4[C:28](=[CH:29][CH:30]=[C:31]([C:38]([NH:9][S:6]([CH:3]5[CH2:5][CH2:4]5)(=[O:8])=[O:7])=[O:39])[CH:32]=4)[NH:27]3)[CH:21]=2)=[CH:18][CH:19]=1)(=[O:13])=[O:12]. (4) Given the reactants [CH3:1][CH:2]1[CH2:7][CH2:6][N:5]([C:8]2[C:13]([CH2:14][NH2:15])=[CH:12][CH:11]=[C:10]([C:16]([F:19])([F:18])[F:17])[N:9]=2)[CH2:4][CH2:3]1.C(N(CC)CC)C.[OH:27][CH2:28][CH2:29][N:30]([CH3:47])[C:31]1[N:36]=[CH:35][C:34]([NH:37][C:38](=O)[O:39]C2C=CC=CC=2)=[CH:33][CH:32]=1, predict the reaction product. The product is: [OH:27][CH2:28][CH2:29][N:30]([CH3:47])[C:31]1[N:36]=[CH:35][C:34]([NH:37][C:38]([NH:15][CH2:14][C:13]2[C:8]([N:5]3[CH2:4][CH2:3][CH:2]([CH3:1])[CH2:7][CH2:6]3)=[N:9][C:10]([C:16]([F:19])([F:17])[F:18])=[CH:11][CH:12]=2)=[O:39])=[CH:33][CH:32]=1.